Task: Predict the product of the given reaction.. Dataset: Forward reaction prediction with 1.9M reactions from USPTO patents (1976-2016) (1) The product is: [F:50][C:47]1[CH:48]=[CH:49][C:44]2[N:45]([CH:51]=[C:42]([C:40]([NH:39][C@H:36]3[CH2:37][CH2:38][C@@H:33]([N:23]4[C:24](=[O:32])[C:25]5[CH:30]=[C:29]([F:31])[CH:28]=[N:27][C:26]=5[N:21]([C:17]5[CH:16]=[C:15]([C:12]6[CH:11]=[CH:10][C:9]([CH2:8][CH2:7][CH2:59][N:66]7[CH2:67][CH2:68][NH:69][CH2:70][CH2:71]7)=[CH:14][CH:13]=6)[CH:20]=[CH:19][CH:18]=5)[C:22]4=[O:52])[CH2:34][CH2:35]3)=[O:41])[N:43]=2)[CH:46]=1. Given the reactants CS(OC[CH2:7][CH2:8][C:9]1[CH:14]=[CH:13][C:12]([C:15]2[CH:20]=[CH:19][CH:18]=[C:17]([N:21]3[C:26]4[N:27]=[CH:28][C:29]([F:31])=[CH:30][C:25]=4[C:24](=[O:32])[N:23]([C@H:33]4[CH2:38][CH2:37][C@@H:36]([NH:39][C:40]([C:42]5[N:43]=[C:44]6[CH:49]=[CH:48][C:47]([F:50])=[CH:46][N:45]6[CH:51]=5)=[O:41])[CH2:35][CH2:34]4)[C:22]3=[O:52])[CH:16]=2)=[CH:11][CH:10]=1)(=O)=O.C(=O)([O-])[O-].[K+].[K+].[C:59]([N:66]1[CH2:71][CH2:70][NH:69][CH2:68][CH2:67]1)(OC(C)(C)C)=O.Cl, predict the reaction product. (2) Given the reactants C[O:2][C:3]1[CH:4]=[C:5]([C:9]2([CH2:22][CH2:23][N:24]3[CH:29]4[CH2:30][CH2:31][CH:25]3[CH2:26][CH:27]([N:32]3[C:36]5[CH:37]=[CH:38][CH:39]=[CH:40][C:35]=5[N:34]=[C:33]3[CH3:41])[CH2:28]4)[CH2:14][CH2:13][N:12](C(OC(C)(C)C)=O)[CH2:11][CH2:10]2)[CH:6]=[CH:7][CH:8]=1.[BrH:42], predict the reaction product. The product is: [BrH:42].[CH3:41][C:33]1[N:32]([CH:27]2[CH2:28][CH:29]3[N:24]([CH2:23][CH2:22][C:9]4([C:5]5[CH:4]=[C:3]([OH:2])[CH:8]=[CH:7][CH:6]=5)[CH2:10][CH2:11][NH:12][CH2:13][CH2:14]4)[CH:25]([CH2:31][CH2:30]3)[CH2:26]2)[C:36]2[CH:37]=[CH:38][CH:39]=[CH:40][C:35]=2[N:34]=1. (3) Given the reactants F[C:2]1[CH:10]=[CH:9][C:8]([N+:11]([O-:13])=[O:12])=[CH:7][C:3]=1[C:4]([OH:6])=[O:5].[NH:14]1[CH2:19][CH2:18][O:17][CH2:16][CH2:15]1, predict the reaction product. The product is: [N:14]1([C:2]2[CH:10]=[CH:9][C:8]([N+:11]([O-:13])=[O:12])=[CH:7][C:3]=2[C:4]([OH:6])=[O:5])[CH2:19][CH2:18][O:17][CH2:16][CH2:15]1. (4) Given the reactants [NH2:1][C:2]1[CH:29]=[CH:28][C:5]([O:6][C:7]2[CH:8]=[C:9]([NH:14][C:15](=[O:27])[C:16]3[CH:21]=[CH:20][CH:19]=[C:18]([C:22]4([C:25]#[N:26])[CH2:24][CH2:23]4)[CH:17]=3)[CH:10]=[CH:11][C:12]=2[CH3:13])=[CH:4][CH:3]=1.[S-:30][C:31]#[N:32].[K+].BrBr, predict the reaction product. The product is: [NH2:32][C:31]1[S:30][C:3]2[CH:4]=[C:5]([O:6][C:7]3[CH:8]=[C:9]([NH:14][C:15](=[O:27])[C:16]4[CH:21]=[CH:20][CH:19]=[C:18]([C:22]5([C:25]#[N:26])[CH2:24][CH2:23]5)[CH:17]=4)[CH:10]=[CH:11][C:12]=3[CH3:13])[CH:28]=[CH:29][C:2]=2[N:1]=1. (5) Given the reactants [NH2:1][C:2]1[CH:7]=[C:6]([CH3:8])[CH:5]=[CH:4][C:3]=1[NH:9][C:10](=S)[NH:11][C@H:12]([C:29]([O:31][C:32]([CH3:35])([CH3:34])[CH3:33])=[O:30])[CH2:13][C:14]1[CH:19]=[CH:18][C:17]([O:20][CH2:21][CH2:22][CH2:23][C:24]([O:26][CH2:27][CH3:28])=[O:25])=[CH:16][CH:15]=1, predict the reaction product. The product is: [CH2:27]([O:26][C:24](=[O:25])[CH2:23][CH2:22][CH2:21][O:20][C:17]1[CH:18]=[CH:19][C:14]([CH2:13][C@@H:12]([C:29]([O:31][C:32]([CH3:35])([CH3:34])[CH3:33])=[O:30])[NH:11][C:10]2[NH:9][C:3]3[CH:4]=[CH:5][C:6]([CH3:8])=[CH:7][C:2]=3[N:1]=2)=[CH:15][CH:16]=1)[CH3:28].